Dataset: NCI-60 drug combinations with 297,098 pairs across 59 cell lines. Task: Regression. Given two drug SMILES strings and cell line genomic features, predict the synergy score measuring deviation from expected non-interaction effect. Drug 1: CC1=C2C(C(=O)C3(C(CC4C(C3C(C(C2(C)C)(CC1OC(=O)C(C(C5=CC=CC=C5)NC(=O)OC(C)(C)C)O)O)OC(=O)C6=CC=CC=C6)(CO4)OC(=O)C)OC)C)OC. Drug 2: CC1CCCC2(C(O2)CC(NC(=O)CC(C(C(=O)C(C1O)C)(C)C)O)C(=CC3=CSC(=N3)C)C)C. Cell line: SN12C. Synergy scores: CSS=22.2, Synergy_ZIP=-5.77, Synergy_Bliss=-8.84, Synergy_Loewe=-12.2, Synergy_HSA=-7.63.